From a dataset of hERG potassium channel inhibition data for cardiac toxicity prediction from Karim et al.. Regression/Classification. Given a drug SMILES string, predict its toxicity properties. Task type varies by dataset: regression for continuous values (e.g., LD50, hERG inhibition percentage) or binary classification for toxic/non-toxic outcomes (e.g., AMES mutagenicity, cardiotoxicity, hepatotoxicity). Dataset: herg_karim. (1) The result is 1 (blocker). The compound is Cc1nc(Nc2nc3cnc(N4CCN(C)CC4)cc3[nH]2)cc(C2CC2)c1F. (2) The compound is Cn1c(SCCCN2CC3CCN(c4ccc(C(F)(F)F)cc4)C3C2)nnc1-c1ccncn1. The result is 1 (blocker).